From a dataset of Peptide-MHC class I binding affinity with 185,985 pairs from IEDB/IMGT. Regression. Given a peptide amino acid sequence and an MHC pseudo amino acid sequence, predict their binding affinity value. This is MHC class I binding data. (1) The peptide sequence is SQKGQHIEG. The MHC is HLA-B15:01 with pseudo-sequence HLA-B15:01. The binding affinity (normalized) is 0.00672. (2) The peptide sequence is LYRIDGAHL. The MHC is HLA-A30:02 with pseudo-sequence HLA-A30:02. The binding affinity (normalized) is 0. (3) The peptide sequence is DIRQDVIAM. The MHC is HLA-B15:09 with pseudo-sequence HLA-B15:09. The binding affinity (normalized) is 0.0847. (4) The peptide sequence is RLRRRRHPL. The MHC is HLA-B08:02 with pseudo-sequence HLA-B08:02. The binding affinity (normalized) is 0.346. (5) The peptide sequence is YTEAAAATCA. The MHC is HLA-A02:02 with pseudo-sequence HLA-A02:02. The binding affinity (normalized) is 0.0291. (6) The peptide sequence is HPEIVIYQY. The MHC is HLA-A31:01 with pseudo-sequence HLA-A31:01. The binding affinity (normalized) is 0.